Task: Predict the reaction yield, written as a fraction of the theoretical maximum amount of product (1.0 means a 100% yield; for example, 0.34 means a 34% yield).. Dataset: Reaction yield outcomes from USPTO patents with 853,638 reactions The reactants are [Cl:1][C:2]1[CH:3]=[C:4]([CH2:21][CH2:22][C:23](O)=[O:24])[CH:5]=[CH:6][C:7]=1[CH2:8][CH:9]1[CH2:13][CH2:12][N:11]([CH:14]2[CH2:19][CH2:18][CH2:17][CH2:16][CH2:15]2)[C:10]1=[O:20].S(Cl)(Cl)=O. The catalyst is O1CCCC1. The product is [Cl:1][C:2]1[CH:3]=[C:4]([CH2:21][CH2:22][CH2:23][OH:24])[CH:5]=[CH:6][C:7]=1[CH2:8][CH:9]1[CH2:13][CH2:12][N:11]([CH:14]2[CH2:15][CH2:16][CH2:17][CH2:18][CH2:19]2)[C:10]1=[O:20]. The yield is 0.310.